Dataset: Catalyst prediction with 721,799 reactions and 888 catalyst types from USPTO. Task: Predict which catalyst facilitates the given reaction. (1) Reactant: [CH3:1][N:2]([CH2:12][CH2:13][CH:14]([C:23]1[CH:28]=[CH:27][CH:26]=[CH:25][CH:24]=1)[O:15][C:16]1[CH:21]=[CH:20][CH:19]=[CH:18][C:17]=1[CH3:22])C(=O)OC1C=CC=CC=1.C(O)CCC.[OH-].[K+]. Product: [CH3:1][NH:2][CH2:12][CH2:13][CH:14]([O:15][C:16]1[CH:21]=[CH:20][CH:19]=[CH:18][C:17]=1[CH3:22])[C:23]1[CH:28]=[CH:27][CH:26]=[CH:25][CH:24]=1. The catalyst class is: 6. (2) Reactant: Cl[C:2]1[CH:7]=[C:6]([NH2:8])[CH:5]=[C:4]([Cl:9])[N:3]=1.[NH:10]1[CH2:15][CH2:14][O:13][CH2:12][CH2:11]1.O1CCOCC1. Product: [Cl:9][C:4]1[CH:5]=[C:6]([NH2:8])[CH:7]=[C:2]([N:10]2[CH2:15][CH2:14][O:13][CH2:12][CH2:11]2)[N:3]=1. The catalyst class is: 6. (3) Reactant: [C:1]([C:3]1[CH:4]=[N:5][N:6]2[C:15]3[C:10](=[CH:11][CH:12]=[CH:13][CH:14]=3)[C:9](=[O:16])[NH:8][C:7]=12)#[N:2].[H][H]. Product: [NH2:2][CH2:1][C:3]1[CH:4]=[N:5][N:6]2[C:15]3[C:10](=[CH:11][CH:12]=[CH:13][CH:14]=3)[C:9](=[O:16])[NH:8][C:7]=12. The catalyst class is: 834. (4) Reactant: [CH:1]1([O:6][CH2:7][CH2:8][O:9][C:10]2[CH:20]=[CH:19][C:13]([O:14][CH2:15][CH:16]3[CH2:18][O:17]3)=[CH:12][CH:11]=2)[CH2:5][CH2:4][CH2:3][CH2:2]1.Cl.[NH2:22][CH2:23][CH2:24][NH:25][C:26]([NH:28][C:29]1[CH:34]=[CH:33][C:32]([OH:35])=[C:31]([F:36])[CH:30]=1)=[O:27]. Product: [CH:1]1([O:6][CH2:7][CH2:8][O:9][C:10]2[CH:20]=[CH:19][C:13]([O:14][CH2:15][CH:16]([OH:17])[CH2:18][NH:22][CH2:23][CH2:24][NH:25][C:26]([NH:28][C:29]3[CH:34]=[CH:33][C:32]([OH:35])=[C:31]([F:36])[CH:30]=3)=[O:27])=[CH:12][CH:11]=2)[CH2:5][CH2:4][CH2:3][CH2:2]1. The catalyst class is: 14.